Dataset: Full USPTO retrosynthesis dataset with 1.9M reactions from patents (1976-2016). Task: Predict the reactants needed to synthesize the given product. (1) Given the product [CH3:1][C:2]1([CH3:32])[CH:6]([C:7]2[CH:8]=[CH:9][C:10]([CH3:13])=[CH:11][CH:12]=2)[C:5]2[C:14]([CH3:31])=[C:15]([N:20]3[CH2:21][C:22]4[C:27](=[CH:26][CH:25]=[CH:24][CH:23]=4)[CH2:28]3)[C:16]([CH3:19])=[C:17]([CH3:18])[C:4]=2[O:3]1, predict the reactants needed to synthesize it. The reactants are: [CH3:1][C:2]1([CH3:32])[CH:6]([C:7]2[CH:12]=[CH:11][C:10]([CH3:13])=[CH:9][CH:8]=2)[C:5]2[C:14]([CH3:31])=[C:15]([N:20]3[C:28](=O)[C:27]4[C:22](=[CH:23][CH:24]=[CH:25][CH:26]=4)[C:21]3=O)[C:16]([CH3:19])=[C:17]([CH3:18])[C:4]=2[O:3]1. (2) Given the product [Cl:11][C:5]1[CH:6]=[CH:7][CH:8]=[C:9]([Cl:10])[C:4]=1[N:1]1[C:15]([CH2:16][OH:17])=[CH:14][N:3]=[N:2]1, predict the reactants needed to synthesize it. The reactants are: [N:1]([C:4]1[C:9]([Cl:10])=[CH:8][CH:7]=[CH:6][C:5]=1[Cl:11])=[N+:2]=[N-:3].C[Si](C)(C)[C:14]#[C:15][CH2:16][OH:17]. (3) Given the product [CH:37]([S:1][C:2]1[C:3]([CH2:4][OH:6])=[CH:7][CH:8]=[CH:9][N:10]=1)([CH3:39])[CH3:38], predict the reactants needed to synthesize it. The reactants are: [SH:1][C:2]1[N:10]=[CH:9][CH:8]=[CH:7][C:3]=1[C:4]([OH:6])=O.[H-].[Na+].[H-].[Al+3].[Li+].[H-].[H-].[H-].O.O.O.O.O.O.O.O.O.O.S([O-])([O-])(=O)=O.[Na+].[Na+].I[CH:37]([CH3:39])[CH3:38]. (4) The reactants are: C([O:8][C@@H:9]([C:11]1[N:15]([CH2:16][CH2:17][CH3:18])[C:14](=[O:19])[N:13]([CH2:20][C:21]2[CH:26]=[CH:25][C:24]([CH3:27])=[CH:23][CH:22]=2)[N:12]=1)[CH3:10])C1C=CC=CC=1.C(O)(=O)C. Given the product [OH:8][C@@H:9]([C:11]1[N:15]([CH2:16][CH2:17][CH3:18])[C:14](=[O:19])[N:13]([CH2:20][C:21]2[CH:22]=[CH:23][C:24]([CH3:27])=[CH:25][CH:26]=2)[N:12]=1)[CH3:10], predict the reactants needed to synthesize it.